Dataset: TCR-epitope binding with 47,182 pairs between 192 epitopes and 23,139 TCRs. Task: Binary Classification. Given a T-cell receptor sequence (or CDR3 region) and an epitope sequence, predict whether binding occurs between them. (1) The epitope is FVDGVPFVV. The TCR CDR3 sequence is CASSEDEAGAKITGELFF. Result: 1 (the TCR binds to the epitope). (2) The epitope is FQPTNGVGY. The TCR CDR3 sequence is CASSPVGGGNTGELFF. Result: 0 (the TCR does not bind to the epitope). (3) The epitope is RLRAEAQVK. The TCR CDR3 sequence is CSVAAPGNTEAFF. Result: 1 (the TCR binds to the epitope). (4) The epitope is FTYASALWEI. The TCR CDR3 sequence is CASSSRTSGGVYEQYF. Result: 0 (the TCR does not bind to the epitope).